This data is from Forward reaction prediction with 1.9M reactions from USPTO patents (1976-2016). The task is: Predict the product of the given reaction. (1) Given the reactants O=C1C2C(=CC=CC=2)C(=O)[N:3]1[CH2:12][C:13]1[C:18](C)=[C:17]([Br:20])[C:16](C)=[CH:15][N:14]=1.NN, predict the reaction product. The product is: [NH2:3][CH2:12][C:13]1[CH:18]=[C:17]([Br:20])[CH:16]=[CH:15][N:14]=1. (2) Given the reactants [NH2:1][C:2]1[CH:7]=[CH:6][C:5](B2OC(C)(C)C(C)(C)O2)=[CH:4][N:3]=1.Br[C:18]1[C:19]([CH3:28])=[CH:20][C:21]2[O:26][CH2:25][CH2:24][O:23][C:22]=2[CH:27]=1.C([O-])([O-])=O.[Na+].[Na+], predict the reaction product. The product is: [CH3:28][C:19]1[C:18]([C:5]2[CH:6]=[CH:7][C:2]([NH2:1])=[N:3][CH:4]=2)=[CH:27][C:22]2[O:23][CH2:24][CH2:25][O:26][C:21]=2[CH:20]=1. (3) Given the reactants [CH:1]1([C:4](=[O:26])[CH2:5][C:6]([C:8]2[CH:13]=[CH:12][C:11]([Cl:14])=[C:10]([CH2:15][N:16]3[C:20](=[O:21])[N:19]([CH:22]4[CH2:24][CH2:23]4)[N:18]=[N:17]3)[C:9]=2[Cl:25])=[O:7])[CH2:3][CH2:2]1.[CH:27](OCC)(OCC)[O:28][CH2:29][CH3:30], predict the reaction product. The product is: [CH:1]1([C:4](=[O:26])[C:5](=[CH:27][O:28][CH2:29][CH3:30])[C:6]([C:8]2[CH:13]=[CH:12][C:11]([Cl:14])=[C:10]([CH2:15][N:16]3[C:20](=[O:21])[N:19]([CH:22]4[CH2:24][CH2:23]4)[N:18]=[N:17]3)[C:9]=2[Cl:25])=[O:7])[CH2:3][CH2:2]1. (4) Given the reactants Br[C:2]1[CH:3]=[C:4]([NH2:9])[C:5]([NH2:8])=[CH:6][CH:7]=1.[CH3:10][O:11][C:12]1[CH:13]=[C:14]2[C:19](=[CH:20][CH:21]=1)[N:18]([CH3:22])[CH2:17][CH:16]([C:23](O)=O)[CH2:15]2.O1C2C(=CC=CC=2)CC(C(O)=O)C1.BrC1C=CC2N[C:45]([CH:47]3[CH2:56][C:55]4[C:50](=CC=CC=4)OC3)=[N:46]C=2C=1, predict the reaction product. The product is: [CH3:10][O:11][C:12]1[CH:13]=[C:14]2[C:19](=[CH:20][CH:21]=1)[N:18]([CH3:22])[CH2:17][CH:16]([C:23]1[NH:9][C:4]3[CH:3]=[C:2]([C:56]4[CH:47]=[CH:45][N:46]=[CH:50][CH:55]=4)[CH:7]=[CH:6][C:5]=3[N:8]=1)[CH2:15]2. (5) Given the reactants Cl[C:2]1[C:11]2=[N:12][N:13](CC3C=CC(OC)=CC=3)[CH:14]=[C:10]2[C:9]2[CH:8]=[C:7]([O:24][CH3:25])[CH:6]=[CH:5][C:4]=2[N:3]=1.[F:26][C:27]1[CH:33]=[C:32]([F:34])[CH:31]=[CH:30][C:28]=1[NH2:29].Cl, predict the reaction product. The product is: [F:26][C:27]1[CH:33]=[C:32]([F:34])[CH:31]=[CH:30][C:28]=1[NH:29][C:2]1[C:11]2=[N:12][NH:13][CH:14]=[C:10]2[C:9]2[CH:8]=[C:7]([O:24][CH3:25])[CH:6]=[CH:5][C:4]=2[N:3]=1. (6) Given the reactants [CH2:1]([O:3][C:4](=[O:13])[C:5]1[CH:10]=[CH:9][C:8]([Cl:11])=[C:7](Br)[CH:6]=1)[CH3:2].[CH:14]([Zn]C(C)C)([CH3:16])[CH3:15], predict the reaction product. The product is: [CH2:1]([O:3][C:4](=[O:13])[C:5]1[CH:10]=[CH:9][C:8]([Cl:11])=[C:7]([CH:14]([CH3:16])[CH3:15])[CH:6]=1)[CH3:2]. (7) Given the reactants [CH:1]1([NH:4][C:5]([C:7]2[CH:8]=[CH:9][C:10]([CH3:25])=[C:11]([NH:13][C:14](=[O:24])[C:15]3[CH:20]=[C:19]([F:21])[C:18](F)=[C:17]([F:23])[CH:16]=3)[CH:12]=2)=[O:6])[CH2:3][CH2:2]1.[N:26]1[CH:31]=[CH:30][CH:29]=[CH:28][C:27]=1[CH2:32][OH:33].CC(C)([O-])C.[K+], predict the reaction product. The product is: [CH:1]1([NH:4][C:5]([C:7]2[CH:8]=[CH:9][C:10]([CH3:25])=[C:11]([NH:13][C:14](=[O:24])[C:15]3[CH:20]=[C:19]([F:21])[C:18]([O:33][CH2:32][C:27]4[CH:28]=[CH:29][CH:30]=[CH:31][N:26]=4)=[C:17]([F:23])[CH:16]=3)[CH:12]=2)=[O:6])[CH2:3][CH2:2]1.